From a dataset of Reaction yield outcomes from USPTO patents with 853,638 reactions. Predict the reaction yield, written as a fraction of the theoretical maximum amount of product (1.0 means a 100% yield; for example, 0.34 means a 34% yield). The reactants are [NH2:1][C@@H:2]1[CH2:6][CH2:5][N:4]([C:7]2[N:12]([CH3:13])[C:11](=[O:14])[CH:10]=[C:9]([C:15]3[CH:20]=[CH:19][N:18]=[CH:17][CH:16]=3)[N:8]=2)[CH2:3]1.Br[C:22]1[CH:27]=[CH:26][CH:25]=[CH:24][C:23]=1[O:28][CH3:29].CC(C)([O-])C.[Na+].C1(P(C2C=CC=CC=2)C2C=CC3C(=CC=CC=3)C=2C2C3C(=CC=CC=3)C=CC=2P(C2C=CC=CC=2)C2C=CC=CC=2)C=CC=CC=1. The catalyst is C1(C)C=CC=CC=1.O1CCOCC1. The product is [CH3:29][O:28][C:23]1[CH:24]=[CH:25][CH:26]=[CH:27][C:22]=1[NH:1][C@@H:2]1[CH2:6][CH2:5][N:4]([C:7]2[N:12]([CH3:13])[C:11](=[O:14])[CH:10]=[C:9]([C:15]3[CH:16]=[CH:17][N:18]=[CH:19][CH:20]=3)[N:8]=2)[CH2:3]1. The yield is 0.290.